From a dataset of Catalyst prediction with 721,799 reactions and 888 catalyst types from USPTO. Predict which catalyst facilitates the given reaction. Reactant: [CH3:1][C:2]1[CH:3]=[CH:4][CH:5]=[C:6]2[C:10]=1[NH:9][CH:8]=[CH:7]2.C([BH3-])#N.[Na+].[OH-].[Na+]. Product: [CH3:1][C:2]1[CH:3]=[CH:4][CH:5]=[C:6]2[C:10]=1[NH:9][CH2:8][CH2:7]2. The catalyst class is: 15.